This data is from Catalyst prediction with 721,799 reactions and 888 catalyst types from USPTO. The task is: Predict which catalyst facilitates the given reaction. (1) Reactant: CC1C=CC(S(O[CH2:12][C@@H:13]2[O:18][C:17]3[CH:19]=[C:20]([S:24]([CH3:27])(=[O:26])=[O:25])[CH:21]=[C:22]([Cl:23])[C:16]=3[O:15][CH2:14]2)(=O)=O)=CC=1.[CH2:28]([NH2:31])[CH:29]=[CH2:30]. Product: [Cl:23][C:22]1[C:16]2[O:15][CH2:14][C@H:13]([CH2:12][NH:31][CH2:28][CH:29]=[CH2:30])[O:18][C:17]=2[CH:19]=[C:20]([S:24]([CH3:27])(=[O:25])=[O:26])[CH:21]=1. The catalyst class is: 10. (2) Reactant: C(O[C:4]([C:6]1[N:10]2[CH2:11][CH2:12][N:13]([C:14]3[C:19]([CH3:20])=[CH:18][C:17]([CH3:21])=[CH:16][C:15]=3[CH3:22])[C:9]2=[N:8][C:7]=1[CH2:23][CH3:24])=[O:5])C.[CH2:25]([Mg]Cl)[CH2:26][CH3:27].[C:30]1(C)[CH:35]=CC=C[CH:31]=1. Product: [CH2:23]([C:7]1[N:8]=[C:9]2[N:13]([C:14]3[C:19]([CH3:20])=[CH:18][C:17]([CH3:21])=[CH:16][C:15]=3[CH3:22])[CH2:12][CH2:11][N:10]2[C:6]=1[C:4]([OH:5])([CH2:31][CH2:30][CH3:35])[CH2:25][CH2:26][CH3:27])[CH3:24]. The catalyst class is: 7. (3) Reactant: [CH2:1]([C:3]1[CH:8]=[CH:7][CH:6]=[CH:5][C:4]=1[OH:9])[CH3:2].[Cl-].[Al+3].[Cl-].[Cl-].[C:14](Cl)(=[O:16])[CH3:15]. Product: [CH2:1]([C:3]1[CH:8]=[C:7]([C:14](=[O:16])[CH3:15])[CH:6]=[CH:5][C:4]=1[OH:9])[CH3:2]. The catalyst class is: 534. (4) Reactant: [F:1][C:2]1[CH:10]=[C:9]2[C:5](/[C:6](=[C:12]3/[CH:13]=[C:14]([C:19]4[CH:28]=[CH:27][C:22]([C:23]([O:25]C)=[O:24])=[CH:21][CH:20]=4)[C:15]([CH3:18])([CH3:17])[O:16]/3)/[C:7](=[O:11])[NH:8]2)=[CH:4][CH:3]=1.[OH-].[Na+].C1COCC1.Cl. Product: [F:1][C:2]1[CH:10]=[C:9]2[C:5](/[C:6](=[C:12]3/[CH:13]=[C:14]([C:19]4[CH:20]=[CH:21][C:22]([C:23]([OH:25])=[O:24])=[CH:27][CH:28]=4)[C:15]([CH3:18])([CH3:17])[O:16]/3)/[C:7](=[O:11])[NH:8]2)=[CH:4][CH:3]=1. The catalyst class is: 72. (5) The catalyst class is: 4. Reactant: [NH:1]1[CH2:5][CH2:4][C@@H:3]([OH:6])[CH2:2]1.[C:7]([O:11][C:12]([N:14]1[CH2:17][CH:16]([C:18](O)=[O:19])[CH2:15]1)=[O:13])([CH3:10])([CH3:9])[CH3:8].Cl.CN(C)CCCN=C=NCC. Product: [C:7]([O:11][C:12]([N:14]1[CH2:17][CH:16]([C:18]([N:1]2[CH2:5][CH2:4][C@@H:3]([OH:6])[CH2:2]2)=[O:19])[CH2:15]1)=[O:13])([CH3:10])([CH3:9])[CH3:8].